Dataset: Forward reaction prediction with 1.9M reactions from USPTO patents (1976-2016). Task: Predict the product of the given reaction. (1) The product is: [Cl:16][C:11]1[CH:10]=[C:9]2[C:14]([C:6]([CH2:5][CH2:4][NH2:1])=[CH:7][NH:8]2)=[CH:13][C:12]=1[CH3:15]. Given the reactants [N:1]([CH2:4][CH2:5][C:6]1[C:14]2[C:9](=[CH:10][C:11]([Cl:16])=[C:12]([CH3:15])[CH:13]=2)[NH:8][C:7]=1[Si](CC)(CC)CC)=[N+]=[N-].C1(P(C2C=CC=CC=2)C2C=CC=CC=2)C=CC=CC=1, predict the reaction product. (2) The product is: [Br-:1].[Br:12][CH:11]([N+:17]1[CH:22]=[CH:21][CH:20]=[CH:19][CH:18]=1)[CH2:10][CH2:9][CH2:8][CH2:7][CH2:6][CH2:5][CH2:4][CH2:3][CH3:2]. Given the reactants [Br:1][CH2:2][CH2:3][CH2:4][CH2:5][CH2:6][CH2:7][CH2:8][CH2:9][CH2:10][CH2:11][Br:12].CC(C)=O.[N:17]1[CH:22]=[CH:21][CH:20]=[CH:19][CH:18]=1, predict the reaction product.